This data is from NCI-60 drug combinations with 297,098 pairs across 59 cell lines. The task is: Regression. Given two drug SMILES strings and cell line genomic features, predict the synergy score measuring deviation from expected non-interaction effect. (1) Drug 1: CC1=C(C=C(C=C1)NC(=O)C2=CC=C(C=C2)CN3CCN(CC3)C)NC4=NC=CC(=N4)C5=CN=CC=C5. Drug 2: CC(C)NC(=O)C1=CC=C(C=C1)CNNC.Cl. Cell line: SN12C. Synergy scores: CSS=-1.81, Synergy_ZIP=2.57, Synergy_Bliss=-0.333, Synergy_Loewe=-4.02, Synergy_HSA=-3.54. (2) Drug 1: CC1C(C(CC(O1)OC2CC(CC3=C2C(=C4C(=C3O)C(=O)C5=C(C4=O)C(=CC=C5)OC)O)(C(=O)C)O)N)O.Cl. Drug 2: C1=C(C(=O)NC(=O)N1)N(CCCl)CCCl. Cell line: K-562. Synergy scores: CSS=35.2, Synergy_ZIP=-9.91, Synergy_Bliss=-7.18, Synergy_Loewe=-5.92, Synergy_HSA=-3.79.